Dataset: Forward reaction prediction with 1.9M reactions from USPTO patents (1976-2016). Task: Predict the product of the given reaction. Given the reactants [Cl:1][C:2]1[CH:7]=[CH:6][C:5]([N:8]2[C:16]([C:17]#[N:18])=[C:15]3[C:10]([CH:11]=[C:12]([N+:22]([O-:24])=[O:23])[C:13]([CH:19]4[CH2:21][CH2:20]4)=[CH:14]3)=[N+:9]2[O-])=[CH:4][CH:3]=1.P(Cl)(Cl)Cl, predict the reaction product. The product is: [Cl:1][C:2]1[CH:7]=[CH:6][C:5]([N:8]2[C:16]([C:17]#[N:18])=[C:15]3[C:10]([CH:11]=[C:12]([N+:22]([O-:24])=[O:23])[C:13]([CH:19]4[CH2:21][CH2:20]4)=[CH:14]3)=[N:9]2)=[CH:4][CH:3]=1.